Dataset: Peptide-MHC class I binding affinity with 185,985 pairs from IEDB/IMGT. Task: Regression. Given a peptide amino acid sequence and an MHC pseudo amino acid sequence, predict their binding affinity value. This is MHC class I binding data. (1) The peptide sequence is NALEKALRW. The MHC is HLA-B27:03 with pseudo-sequence HLA-B27:03. The binding affinity (normalized) is 0.0847. (2) The peptide sequence is NAAISDYDY. The MHC is HLA-A01:01 with pseudo-sequence HLA-A01:01. The binding affinity (normalized) is 0.344. (3) The peptide sequence is VLTGNLQTL. The MHC is HLA-A26:01 with pseudo-sequence HLA-A26:01. The binding affinity (normalized) is 0.0847. (4) The peptide sequence is FPDGKPFTL. The MHC is HLA-B51:01 with pseudo-sequence HLA-B51:01. The binding affinity (normalized) is 0.0847. (5) The peptide sequence is KTPVESWEEI. The MHC is HLA-A32:01 with pseudo-sequence HLA-A32:01. The binding affinity (normalized) is 0.317. (6) The peptide sequence is LMTLDDLAI. The MHC is HLA-A02:02 with pseudo-sequence HLA-A02:02. The binding affinity (normalized) is 0.635. (7) The peptide sequence is AAVSADPLA. The MHC is HLA-A68:02 with pseudo-sequence HLA-A68:02. The binding affinity (normalized) is 0. (8) The peptide sequence is AKYEICLEK. The MHC is HLA-B07:02 with pseudo-sequence HLA-B07:02. The binding affinity (normalized) is 0.0847. (9) The peptide sequence is ERAFQNWSV. The MHC is HLA-A02:03 with pseudo-sequence HLA-A02:03. The binding affinity (normalized) is 0.0847. (10) The binding affinity (normalized) is 0.542. The peptide sequence is YVVSRRGDL. The MHC is BoLA-HD6 with pseudo-sequence BoLA-HD6.